This data is from CYP2C19 inhibition data for predicting drug metabolism from PubChem BioAssay. The task is: Regression/Classification. Given a drug SMILES string, predict its absorption, distribution, metabolism, or excretion properties. Task type varies by dataset: regression for continuous measurements (e.g., permeability, clearance, half-life) or binary classification for categorical outcomes (e.g., BBB penetration, CYP inhibition). Dataset: cyp2c19_veith. (1) The drug is CS(=O)(=O)N1CCC2(CCCN(Cc3ccncc3)C2)CC1. The result is 1 (inhibitor). (2) The result is 0 (non-inhibitor). The drug is COc1ccc(-c2nc3cnc(N4CCNCC4)nc3n(-c3ccccc3)c2=O)cc1. (3) The drug is COc1ccc(S(=O)(=O)Nc2ccc(F)cc2)c(C)c1C. The result is 1 (inhibitor). (4) The compound is Cl[Pt]Cl.N.N. The result is 1 (inhibitor). (5) The drug is COc1ccc(Cc2nnc(NC(=O)c3ccco3)s2)cc1. The result is 1 (inhibitor). (6) The compound is CCN1C(=O)[C@H]2CC[C@@H]3/C(=N\NC(=O)OCc4ccccc4)C[C@@H](O)[C@@H](O)[C@@H]3[C@@H]2C1=O. The result is 0 (non-inhibitor). (7) The drug is C=CCN1C(=O)C(CC(=O)Nc2ccccc2)SC1=Nc1ccc(S(N)(=O)=O)cc1. The result is 1 (inhibitor). (8) The molecule is COc1cc(O)c2c(O)c3c(c4c2c1[C@@]1(C4)C(C)=CCCC1(C)C)[C@H](O)[C@@]1(O)CC(=O)C(C(N)=O)=C(O)[C@]1(O)C3=O. The result is 1 (inhibitor). (9) The compound is O=C(O)/C=C\C(=O)N1Cc2cc3ccccc3nc2C1. The result is 0 (non-inhibitor). (10) The result is 0 (non-inhibitor). The molecule is C[N+]1(C)CCc2cc3c(cc2[C@@H]1[C@@H]1OC(=O)c2c1ccc1c2OCO1)OCO3.